The task is: Binary Classification. Given a T-cell receptor sequence (or CDR3 region) and an epitope sequence, predict whether binding occurs between them.. This data is from TCR-epitope binding with 47,182 pairs between 192 epitopes and 23,139 TCRs. (1) The epitope is HSKKKCDEL. The TCR CDR3 sequence is CASSSGGNEQFF. Result: 0 (the TCR does not bind to the epitope). (2) The epitope is NLWNTFTRL. The TCR CDR3 sequence is CASSLDSSSPFAKNIQYF. Result: 1 (the TCR binds to the epitope). (3) The epitope is GLNKIVRMY. The TCR CDR3 sequence is CSALVEGDEQFF. Result: 1 (the TCR binds to the epitope). (4) The epitope is GTSGSPIVNR. The TCR CDR3 sequence is CASSLGQYTGELFF. Result: 1 (the TCR binds to the epitope). (5) The epitope is ILHCANFNV. The TCR CDR3 sequence is CASSFGGNEQFF. Result: 1 (the TCR binds to the epitope). (6) The epitope is ILGLPTQTV. The TCR CDR3 sequence is CASSQEGLAGGNEQFF. Result: 1 (the TCR binds to the epitope).